This data is from Forward reaction prediction with 1.9M reactions from USPTO patents (1976-2016). The task is: Predict the product of the given reaction. (1) Given the reactants [Cl:1][C:2]1[C:6]2[C:7]3[N:8]([C:11]([CH2:14][CH3:15])=[N:12][N:13]=3)C=[N:10][C:5]=2[S:4][CH:3]=1.CNCCN, predict the reaction product. The product is: [Cl:1][C:2]1[C:6]([C:7]2[NH:13][N:12]=[C:11]([CH2:14][CH3:15])[N:8]=2)=[C:5]([NH2:10])[S:4][CH:3]=1. (2) Given the reactants C([N:8]1[CH2:13][CH:12]([CH3:14])[CH:11]([OH:15])[C:10]([CH3:18])([CH2:16][CH3:17])[CH2:9]1)C1C=CC=CC=1, predict the reaction product. The product is: [CH3:18][C:10]1([CH2:16][CH3:17])[CH:11]([OH:15])[CH:12]([CH3:14])[CH2:13][NH:8][CH2:9]1. (3) Given the reactants Br[C:2]1[CH:3]=[CH:4][N:5]2[C:10]=1[C:9]([NH2:11])=[N:8][CH:7]=[N:6]2.[CH2:12]([N:19]1[CH:27]=[C:26]2[C:21]([CH:22]=[C:23](B3OC(C)(C)C(C)(C)O3)[CH:24]=[CH:25]2)=[N:20]1)[C:13]1[CH:18]=[CH:17][CH:16]=[CH:15][CH:14]=1.C(=O)([O-])[O-].[Na+].[Na+].CN(C)C=O, predict the reaction product. The product is: [CH2:12]([N:19]1[CH:27]=[C:26]2[C:21]([CH:22]=[C:23]([C:2]3[C:10]4[N:5]([NH:6][CH:7]=[N:8][C:9]=4[NH2:11])[CH2:4][CH:3]=3)[CH:24]=[CH:25]2)=[N:20]1)[C:13]1[CH:18]=[CH:17][CH:16]=[CH:15][CH:14]=1. (4) Given the reactants C([O:8][C:9]1[C:14]([CH3:15])=[C:13]([CH3:16])[C:12]([O:17]CC2C=CC=CC=2)=[C:11]([CH3:25])[C:10]=1[CH2:26][CH2:27][CH2:28][C:29]([NH:31][CH2:32][CH2:33][CH3:34])=[O:30])C1C=CC=CC=1, predict the reaction product. The product is: [CH2:32]([NH:31][C:29](=[O:30])[CH2:28][CH2:27][CH2:26][C:10]1[C:9](=[O:8])[C:14]([CH3:15])=[C:13]([CH3:16])[C:12](=[O:17])[C:11]=1[CH3:25])[CH2:33][CH3:34]. (5) Given the reactants [CH3:1][O:2][C:3]1[N:8]=[CH:7][C:6]([C:9]2[CH:14]=[CH:13][C:12]([CH2:15][CH2:16][C:17](O)=[O:18])=[CH:11][CH:10]=2)=[CH:5][CH:4]=1.[Br-].[K+].Cl[O-].[Na+].C(=O)(O)[O-].[Na+], predict the reaction product. The product is: [CH3:1][O:2][C:3]1[N:8]=[CH:7][C:6]([C:9]2[CH:14]=[CH:13][C:12]([CH2:15][CH2:16][CH:17]=[O:18])=[CH:11][CH:10]=2)=[CH:5][CH:4]=1.